This data is from Forward reaction prediction with 1.9M reactions from USPTO patents (1976-2016). The task is: Predict the product of the given reaction. (1) Given the reactants [OH-].[K+].[Cl:3][C:4]1[CH:12]=[C:11]2[C:7]([C:8]([CH2:14][C:15]([O:17]CC)=[O:16])=[N:9][N:10]2[CH3:13])=[CH:6][CH:5]=1, predict the reaction product. The product is: [Cl:3][C:4]1[CH:12]=[C:11]2[C:7]([C:8]([CH2:14][C:15]([OH:17])=[O:16])=[N:9][N:10]2[CH3:13])=[CH:6][CH:5]=1. (2) Given the reactants [NH:1]1[CH2:4][CH2:3][CH2:2]1.O=[C:6]1[CH2:23][CH2:22][C:9]2([CH2:14][CH2:13][N:12]([C:15]([O:17][C:18]([CH3:21])([CH3:20])[CH3:19])=[O:16])[CH2:11][CH2:10]2)[CH2:8][CH2:7]1.[C-]#N.[K+].[C:27]1([Mg]Br)[CH:32]=[CH:31][CH:30]=[CH:29][CH:28]=1, predict the reaction product. The product is: [N:1]1([C:6]2([C:27]3[CH:32]=[CH:31][CH:30]=[CH:29][CH:28]=3)[CH2:23][CH2:22][C:9]3([CH2:14][CH2:13][N:12]([C:15]([O:17][C:18]([CH3:21])([CH3:20])[CH3:19])=[O:16])[CH2:11][CH2:10]3)[CH2:8][CH2:7]2)[CH2:4][CH2:3][CH2:2]1.